This data is from Reaction yield outcomes from USPTO patents with 853,638 reactions. The task is: Predict the reaction yield, written as a fraction of the theoretical maximum amount of product (1.0 means a 100% yield; for example, 0.34 means a 34% yield). (1) The reactants are Br[C:2]1[C:10]2[C:9]([NH:11][C@H:12]([C:14]3[N:19]([C:20]4[CH:25]=[CH:24][CH:23]=[CH:22][CH:21]=4)[C:18](=[O:26])[C:17]4=[C:27]([CH3:30])[CH:28]=[CH:29][N:16]4[N:15]=3)[CH3:13])=[N:8][CH:7]=[N:6][C:5]=2[N:4]([CH2:31][O:32][CH2:33][CH2:34][Si:35]([CH3:38])([CH3:37])[CH3:36])[CH:3]=1.[F:39][C:40]1[CH:41]=[C:42]([CH:53]=[C:54]([O:56][CH3:57])[CH:55]=1)[CH2:43]B1OC(C)(C)C(C)(C)O1.C(=O)([O-])[O-].[Na+].[Na+]. The catalyst is COCCOC.O. The product is [F:39][C:40]1[CH:41]=[C:42]([CH:53]=[C:54]([O:56][CH3:57])[CH:55]=1)[CH2:43][C:2]1[C:10]2[C:9]([NH:11][C@H:12]([C:14]3[N:19]([C:20]4[CH:25]=[CH:24][CH:23]=[CH:22][CH:21]=4)[C:18](=[O:26])[C:17]4=[C:27]([CH3:30])[CH:28]=[CH:29][N:16]4[N:15]=3)[CH3:13])=[N:8][CH:7]=[N:6][C:5]=2[N:4]([CH2:31][O:32][CH2:33][CH2:34][Si:35]([CH3:38])([CH3:37])[CH3:36])[CH:3]=1. The yield is 0.0900. (2) The reactants are [OH:1][C:2]1[CH:3]=[C:4]([C:8]#[C:9][C:10]2[CH:11]=[C:12]([C:16]([N:18]=[S@:19]([CH2:27][C:28](OCC)=[O:29])([C:21]3[CH:26]=[CH:25][CH:24]=[CH:23][CH:22]=3)=[O:20])=[O:17])[CH:13]=[N:14][CH:15]=2)[CH:5]=[CH:6][CH:7]=1.[CH3:33][NH:34][CH2:35][CH2:36][OH:37]. No catalyst specified. The product is [OH:37][CH2:36][CH2:35][N:34]([CH3:33])[C:28](=[O:29])[CH2:27][S@:19](=[O:20])([C:21]1[CH:22]=[CH:23][CH:24]=[CH:25][CH:26]=1)=[N:18][C:16](=[O:17])[C:12]1[CH:11]=[C:10]([C:9]#[C:8][C:4]2[CH:5]=[CH:6][CH:7]=[C:2]([OH:1])[CH:3]=2)[CH:15]=[N:14][CH:13]=1. The yield is 0.610. (3) The reactants are [CH2:1]([O:8][C:9]1[CH:16]=[CH:15][C:14]([Cl:17])=[CH:13][C:10]=1[CH:11]=[O:12])[C:2]1[CH:7]=[CH:6][CH:5]=[CH:4][CH:3]=1.[CH:18]([C:20]([CH3:22])=[O:21])=[CH2:19].C(N(CC)CC)C. The catalyst is [Br-].C([N+]1C(C)=C(CCO)SC=1)C.C(O)C.CCOC(C)=O. The product is [CH2:1]([O:8][C:9]1[CH:16]=[CH:15][C:14]([Cl:17])=[CH:13][C:10]=1[C:11](=[O:12])[CH2:19][CH2:18][C:20](=[O:21])[CH3:22])[C:2]1[CH:3]=[CH:4][CH:5]=[CH:6][CH:7]=1. The yield is 0.810. (4) The yield is 0.810. The catalyst is Cl.CCO.CN(C=O)C. The product is [CH3:71][O:70][C:68]([NH:67][C@H:63]([C:64]([N:44]1[CH2:45][C@@H:46]([CH2:48][O:49][CH3:50])[CH2:47][C@H:43]1[C:41]1[NH:40][C:39]2[C:58]3[C:35]([CH:36]=[CH:37][C:38]=2[N:42]=1)=[CH:34][C:33]1[C:27]2[C:28]([CH2:30][O:31][C:32]=1[CH:59]=3)=[CH:29][C:24]([C:21]1[NH:20][C:19]([C@@H:14]3[CH2:15][C@H:16]([CH3:18])[CH2:17][N:13]3[C:11](=[O:12])[C@@H:6]([NH:5][C:3](=[O:4])[O:2][CH3:1])[C@H:7]([CH3:8])[CH2:9][CH3:10])=[N:23][CH:22]=1)=[CH:25][CH:26]=2)=[O:66])[C@H:62]([CH3:72])[O:61][CH3:60])=[O:69]. The reactants are [CH3:1][O:2][C:3]([NH:5][C@H:6]([C:11]([N:13]1[CH2:17][C@@H:16]([CH3:18])[CH2:15][C@H:14]1[C:19]1[NH:20][C:21]([C:24]2[CH:29]=[C:28]3[CH2:30][O:31][C:32]4[CH:59]=[C:58]5[C:35]([CH:36]=[CH:37][C:38]6[N:42]=[C:41]([C@@H:43]7[CH2:47][C@H:46]([CH2:48][O:49][CH3:50])[CH2:45][N:44]7C(OC(C)(C)C)=O)[NH:40][C:39]=65)=[CH:34][C:33]=4[C:27]3=[CH:26][CH:25]=2)=[CH:22][N:23]=1)=[O:12])[C@@H:7]([CH2:9][CH3:10])[CH3:8])=[O:4].[CH3:60][O:61][C@H:62]([CH3:72])[C@H:63]([NH:67][C:68]([O:70][CH3:71])=[O:69])[C:64]([OH:66])=O.CN(C(ON1N=NC2C=CC=NC1=2)=[N+](C)C)C.F[P-](F)(F)(F)(F)F.CN1CCOCC1. (5) The reactants are [CH3:13][C:12]([O:11][C:9](O[C:9]([O:11][C:12]([CH3:15])([CH3:14])[CH3:13])=[O:10])=[O:10])([CH3:15])[CH3:14].[Br:16][C:17]1[CH:27]=[N:26][C:20]2[NH:21][CH2:22][C:23](=[O:25])[NH:24][C:19]=2[CH:18]=1.C(N(CC)CC)C. The catalyst is CC#N. The product is [C:12]([O:11][C:9]([N:21]1[CH2:22][C:23](=[O:25])[NH:24][C:19]2[CH:18]=[C:17]([Br:16])[CH:27]=[N:26][C:20]1=2)=[O:10])([CH3:13])([CH3:14])[CH3:15]. The yield is 0.160. (6) The reactants are Br[C:2]1[C:7]([Cl:8])=[CH:6][C:5]([NH:9][C:10]2[N:14]=[C:13]([NH2:15])[NH:12][N:11]=2)=[CH:4][C:3]=1[Cl:16].[C:17]([C:20]1[CH:21]=[C:22](B(O)O)[CH:23]=[CH:24][CH:25]=1)(=[O:19])[NH2:18].C(=O)([O-])[O-].[K+].[K+]. The catalyst is C1C=CC([P]([Pd]([P](C2C=CC=CC=2)(C2C=CC=CC=2)C2C=CC=CC=2)([P](C2C=CC=CC=2)(C2C=CC=CC=2)C2C=CC=CC=2)[P](C2C=CC=CC=2)(C2C=CC=CC=2)C2C=CC=CC=2)(C2C=CC=CC=2)C2C=CC=CC=2)=CC=1.O1CCOCC1. The product is [NH2:15][C:13]1[NH:12][N:11]=[C:10]([NH:9][C:5]2[CH:6]=[C:7]([Cl:8])[C:2]([C:24]3[CH:23]=[CH:22][CH:21]=[C:20]([C:17]([NH2:18])=[O:19])[CH:25]=3)=[C:3]([Cl:16])[CH:4]=2)[N:14]=1. The yield is 0.410.